Predict which catalyst facilitates the given reaction. From a dataset of Catalyst prediction with 721,799 reactions and 888 catalyst types from USPTO. (1) Reactant: [C:1]([OH:12])(=[O:11])/[CH:2]=[CH:3]/[CH2:4][CH2:5][CH2:6][CH2:7][CH2:8][CH2:9][CH3:10].[CH3:13][N:14]([CH2:16][CH2:17]O)[CH3:15].Cl.CN(C)CCCN=C=NCC.Cl. Product: [C:1]([O:12][CH2:17][CH2:16][N:14]([CH3:15])[CH3:13])(=[O:11])/[CH:2]=[CH:3]/[CH2:4][CH2:5][CH2:6][CH2:7][CH2:8][CH2:9][CH3:10]. The catalyst class is: 4. (2) Reactant: C([O:5][C:6](=[O:29])[CH2:7][O:8][N:9]([C:18](=[O:28])[CH:19]=[C:20]1[C:24](=[O:25])[O:23][C:22]([CH3:27])([CH3:26])[O:21]1)[CH2:10][C:11]1[CH:16]=[CH:15][C:14]([F:17])=[CH:13][CH:12]=1)(C)(C)C.FC(F)(F)C(O)=O. Product: [CH3:26][C:22]1([CH3:27])[O:21][C:20](=[CH:19][C:18]([N:9]([CH2:10][C:11]2[CH:12]=[CH:13][C:14]([F:17])=[CH:15][CH:16]=2)[O:8][CH2:7][C:6]([OH:29])=[O:5])=[O:28])[C:24](=[O:25])[O:23]1. The catalyst class is: 4. (3) Reactant: [NH2:1][C:2]1[CH:7]=[CH:6][CH:5]=[CH:4][C:3]=1[C:8](=[C:22]1[CH2:27][CH2:26][N:25]([CH2:28][C:29]2[N:30]=[CH:31][S:32][CH:33]=2)[CH2:24][CH2:23]1)[C:9]1[CH:21]=[CH:20][C:12]([C:13]([N:15]([CH2:18][CH3:19])[CH2:16][CH3:17])=[O:14])=[CH:11][CH:10]=1.[C:34](Cl)(=[O:36])[CH3:35].C(N(CC)CC)C.C(O)(C(F)(F)F)=O. Product: [C:34]([NH:1][C:2]1[CH:7]=[CH:6][CH:5]=[CH:4][C:3]=1[C:8](=[C:22]1[CH2:27][CH2:26][N:25]([CH2:28][C:29]2[N:30]=[CH:31][S:32][CH:33]=2)[CH2:24][CH2:23]1)[C:9]1[CH:21]=[CH:20][C:12]([C:13]([N:15]([CH2:18][CH3:19])[CH2:16][CH3:17])=[O:14])=[CH:11][CH:10]=1)(=[O:36])[CH3:35]. The catalyst class is: 4.